This data is from Reaction yield outcomes from USPTO patents with 853,638 reactions. The task is: Predict the reaction yield, written as a fraction of the theoretical maximum amount of product (1.0 means a 100% yield; for example, 0.34 means a 34% yield). (1) The reactants are [CH3:1][O:2][C:3]1[CH:4]=[C:5]([N:11]2[CH2:20][C:19]3[C:14](=[N:15][C:16](S(C)=O)=[N:17][CH:18]=3)[NH:13][C:12]2=[O:24])[CH:6]=[C:7]([O:9][CH3:10])[CH:8]=1.[CH3:25][N:26]1[CH2:31][CH2:30][N:29]([CH2:32][CH2:33][CH2:34][CH2:35][CH2:36][NH2:37])[CH2:28][CH2:27]1. No catalyst specified. The product is [CH3:1][O:2][C:3]1[CH:4]=[C:5]([N:11]2[CH2:20][C:19]3[C:14](=[N:15][C:16]([NH:37][CH2:36][CH2:35][CH2:34][CH2:33][CH2:32][N:29]4[CH2:28][CH2:27][N:26]([CH3:25])[CH2:31][CH2:30]4)=[N:17][CH:18]=3)[NH:13][C:12]2=[O:24])[CH:6]=[C:7]([O:9][CH3:10])[CH:8]=1. The yield is 0.240. (2) The reactants are C(=O)([O-])[O-].[Cs+].[Cs+].Br[CH2:8][C:9]1[CH:14]=[CH:13][C:12]([F:15])=[CH:11][CH:10]=1.[OH:16][C:17]1[CH:22]=[CH:21][C:20]([S:23]([NH:26][CH2:27][C@H:28]([N:33]2[CH2:38][CH2:37][CH2:36][CH2:35][CH2:34]2)[C:29]([O:31][CH3:32])=[O:30])(=[O:25])=[O:24])=[CH:19][CH:18]=1. The catalyst is CC(C)=O. The product is [F:15][C:12]1[CH:13]=[CH:14][C:9]([CH2:8][O:16][C:17]2[CH:18]=[CH:19][C:20]([S:23]([NH:26][CH2:27][C@H:28]([N:33]3[CH2:38][CH2:37][CH2:36][CH2:35][CH2:34]3)[C:29]([O:31][CH3:32])=[O:30])(=[O:25])=[O:24])=[CH:21][CH:22]=2)=[CH:10][CH:11]=1. The yield is 0.870. (3) The yield is 0.490. The product is [CH3:1][N:2]([CH3:39])[C@@H:3]1[CH2:7][CH2:6][N:5]([C:8]2[N:13]3[CH:14]=[C:15]([CH2:17][N:18]([CH:29]([CH3:30])[CH3:31])[C@@H:19]4[C:28]5[N:27]=[CH:26][CH:25]=[CH:24][C:23]=5[CH2:22][CH2:21][CH2:20]4)[N:16]=[C:12]3[CH:11]=[CH:10][CH:9]=2)[CH2:4]1. The reactants are [CH3:1][N:2]([CH3:39])[C@@H:3]1[CH2:7][CH2:6][N:5]([C:8]2[N:13]3[CH:14]=[C:15]([CH2:17][N:18]([C@H:29]([C:31]4C=CC(OC)=CC=4)[CH3:30])[C@@H:19]4[C:28]5[N:27]=[CH:26][CH:25]=[CH:24][C:23]=5[CH2:22][CH2:21][CH2:20]4)[N:16]=[C:12]3[CH:11]=[CH:10][CH:9]=2)[CH2:4]1. The catalyst is CC(C)=O. (4) The reactants are [Br:1][C:2]1[N:7]=[CH:6][C:5]([NH2:8])=[C:4]([NH:9][CH:10]([CH3:15])[C:11]([F:14])([F:13])[F:12])[CH:3]=1.[C:16](O)(=O)C.C(O[C:23]([O:28][CH2:29][CH3:30])(OCC)[CH3:24])C. The yield is 0.300. The product is [Br:1][C:2]1[N:7]=[CH:6][C:5](/[N:8]=[CH:16]/[CH:23]([O:28][CH2:29][CH3:30])[CH3:24])=[C:4]([NH:9][CH:10]([CH3:15])[C:11]([F:14])([F:12])[F:13])[CH:3]=1. No catalyst specified.